This data is from Forward reaction prediction with 1.9M reactions from USPTO patents (1976-2016). The task is: Predict the product of the given reaction. (1) Given the reactants Cl[C:2]1[CH:7]=[CH:6][C:5]([CH2:8][N:9]2[C:13]([CH3:14])=[CH:12][C:11](/[C:15](/[F:30])=[CH:16]/[C:17]3[CH:22]=[CH:21][C:20]([C:23]([CH3:29])([CH3:28])[C:24]([F:27])([F:26])[F:25])=[CH:19][CH:18]=3)=[N:10]2)=[CH:4][N:3]=1.[CH2:31]([NH2:33])[CH3:32].FC(F)(C1C=CC=C(CN2C(C)=CC(/C(/F)=C/C3C=CC(C4(C(F)(F)F)CC4)=CC=3)=N2)C=1)CO.CN, predict the reaction product. The product is: [CH2:31]([NH:33][C:2]1[CH:7]=[CH:6][C:5]([CH2:8][N:9]2[C:13]([CH3:14])=[CH:12][C:11](/[C:15](/[F:30])=[CH:16]/[C:17]3[CH:22]=[CH:21][C:20]([C:23]([CH3:29])([CH3:28])[C:24]([F:26])([F:25])[F:27])=[CH:19][CH:18]=3)=[N:10]2)=[CH:4][N:3]=1)[CH3:32]. (2) Given the reactants [S:1]1[CH:5]=[CH:4][C:3]([C:6]2[CH:14]=[CH:13][CH:12]=[CH:11][C:7]=2[C:8](O)=O)=[CH:2]1.COC1C=CC(P2(SP(C3C=CC(OC)=CC=3)(=S)S2)=[S:24])=CC=1.C(Cl)Cl.[CH3:40][CH2:41][CH2:42][CH2:43]CC.[C:46]1([CH3:52])[CH:51]=[CH:50][CH:49]=[CH:48][CH:47]=1, predict the reaction product. The product is: [S:1]1[CH:5]=[CH:4][C:3]2[C:6]3[CH:14]=[CH:13][CH:12]=[CH:11][C:7]=3/[C:8](=[C:52]3/[C:46]4[CH:51]=[CH:50][CH:49]=[CH:48][C:47]=4[C:41]4[CH:42]=[CH:43][S:24][C:40]/3=4)/[C:2]1=2. (3) Given the reactants [CH:1]([OH:3])=O.[Br:4][C:5]1[CH:6]=[CH:7][C:8]([O:13][C@H:14]2[CH2:19][CH2:18][NH:17][CH2:16][C:15]2([F:21])[F:20])=[C:9]([CH:12]=1)[C:10]#[N:11].C(N(CC)C(C)C)(C)C.CN(C(ON1N=NC2C=CC=NC1=2)=[N+](C)C)C.F[P-](F)(F)(F)(F)F, predict the reaction product. The product is: [Br:4][C:5]1[CH:6]=[CH:7][C:8]([O:13][C@H:14]2[CH2:19][CH2:18][N:17]([CH:1]=[O:3])[CH2:16][C:15]2([F:21])[F:20])=[C:9]([CH:12]=1)[C:10]#[N:11]. (4) Given the reactants [CH:1]([NH:3]N)=[O:2].C([O-])([O-])=O.[K+].[K+].[Cl:11][C:12]1[CH:13]=[C:14]([CH2:31][C:32]#[N:33])[CH:15]=[C:16]([O:18][C:19]2[CH:24]=[CH:23][C:22]([S:25]([CH2:28][CH3:29])(=[O:27])=[O:26])=[CH:21][C:20]=2[Cl:30])[CH:17]=1, predict the reaction product. The product is: [Cl:11][C:12]1[CH:13]=[C:14]([CH:15]=[C:16]([O:18][C:19]2[CH:24]=[CH:23][C:22]([S:25]([CH2:28][CH3:29])(=[O:27])=[O:26])=[CH:21][C:20]=2[Cl:30])[CH:17]=1)[CH2:31][C:32]1[N:3]=[CH:1][O:2][N:33]=1. (5) Given the reactants C(Cl)(=O)C(Cl)=O.[CH3:7][C:8]1[C:13]([C:14]([OH:16])=O)=[CH:12][N:11]=[C:10]([CH3:17])[CH:9]=1.[F:18][C:19]([F:37])([F:36])[C:20]1[CH:24]=[C:23]([C:25]([F:28])([F:27])[F:26])[N:22]([C:29]2[CH:35]=[CH:34][C:32]([NH2:33])=[CH:31][CH:30]=2)[N:21]=1.C(=O)([O-])[O-].[K+].[K+], predict the reaction product. The product is: [CH3:7][C:8]1[C:13]([C:14]([NH:33][C:32]2[CH:31]=[CH:30][C:29]([N:22]3[C:23]([C:25]([F:26])([F:27])[F:28])=[CH:24][C:20]([C:19]([F:37])([F:36])[F:18])=[N:21]3)=[CH:35][CH:34]=2)=[O:16])=[CH:12][N:11]=[C:10]([CH3:17])[CH:9]=1.